Dataset: NCI-60 drug combinations with 297,098 pairs across 59 cell lines. Task: Regression. Given two drug SMILES strings and cell line genomic features, predict the synergy score measuring deviation from expected non-interaction effect. Drug 1: COC1=C(C=C2C(=C1)N=CN=C2NC3=CC(=C(C=C3)F)Cl)OCCCN4CCOCC4. Drug 2: CCC1=CC2CC(C3=C(CN(C2)C1)C4=CC=CC=C4N3)(C5=C(C=C6C(=C5)C78CCN9C7C(C=CC9)(C(C(C8N6C)(C(=O)OC)O)OC(=O)C)CC)OC)C(=O)OC.C(C(C(=O)O)O)(C(=O)O)O. Cell line: DU-145. Synergy scores: CSS=63.5, Synergy_ZIP=-0.834, Synergy_Bliss=-1.74, Synergy_Loewe=1.40, Synergy_HSA=1.82.